The task is: Predict the product of the given reaction.. This data is from Forward reaction prediction with 1.9M reactions from USPTO patents (1976-2016). (1) Given the reactants Cl[C:2]1[C:3]2[NH:10][C:9]([CH3:11])=[C:8]([C:12]([O:14][CH2:15][CH3:16])=[O:13])[C:4]=2[N:5]=[CH:6][N:7]=1.[CH:17]1([CH2:20][O:21][C:22]2[CH:27]=[CH:26][C:25]([CH:28]([F:30])[F:29])=[CH:24][C:23]=2B2OC(C)(C)C(C)(C)O2)[CH2:19][CH2:18]1, predict the reaction product. The product is: [CH:17]1([CH2:20][O:21][C:22]2[CH:23]=[CH:24][C:25]([CH:28]([F:29])[F:30])=[CH:26][C:27]=2[C:2]2[C:3]3[NH:10][C:9]([CH3:11])=[C:8]([C:12]([O:14][CH2:15][CH3:16])=[O:13])[C:4]=3[N:5]=[CH:6][N:7]=2)[CH2:18][CH2:19]1. (2) Given the reactants [OH:1][CH:2]1[CH2:7][CH2:6][N:5]([C:8]([N:10]2[CH2:15][CH:14]([C:16]3[CH:21]=[CH:20][C:19]([C:22]([F:25])([F:24])[F:23])=[CH:18][CH:17]=3)[CH2:13][CH:12]([C:26](O)=[O:27])[CH2:11]2)=[O:9])[CH2:4][CH2:3]1.[F:29][C:30]1[CH:35]=[C:34]([F:36])[CH:33]=[CH:32][C:31]=1[C:37](=[NH:40])[NH:38]O, predict the reaction product. The product is: [F:29][C:30]1[CH:35]=[C:34]([F:36])[CH:33]=[CH:32][C:31]=1[C:37]1[N:40]=[C:26]([CH:12]2[CH2:13][CH:14]([C:16]3[CH:17]=[CH:18][C:19]([C:22]([F:24])([F:25])[F:23])=[CH:20][CH:21]=3)[CH2:15][N:10]([C:8]([N:5]3[CH2:6][CH2:7][CH:2]([OH:1])[CH2:3][CH2:4]3)=[O:9])[CH2:11]2)[O:27][N:38]=1.